This data is from Forward reaction prediction with 1.9M reactions from USPTO patents (1976-2016). The task is: Predict the product of the given reaction. (1) Given the reactants [F:1][C:2]([F:11])([F:10])[C:3]1[CH:4]=[C:5]([OH:9])[CH:6]=[CH:7][CH:8]=1.C(N(C(C)C)CC)(C)C.[CH3:21][O:22][CH2:23]Cl.O, predict the reaction product. The product is: [CH3:21][O:22][CH2:23][O:9][C:5]1[CH:6]=[CH:7][CH:8]=[C:3]([C:2]([F:10])([F:11])[F:1])[CH:4]=1. (2) Given the reactants [Cl:1][C:2]1[C:12]([Cl:13])=[CH:11][CH:10]=[C:9]([Si:14]([CH3:17])([CH3:16])[CH3:15])[C:3]=1[C:4]([NH:6]CC)=[O:5].[CH2:18]([O:21]N)[CH:19]=[CH2:20], predict the reaction product. The product is: [Cl:1][C:2]1[C:12]([Cl:13])=[CH:11][CH:10]=[C:9]([Si:14]([CH3:15])([CH3:16])[CH3:17])[C:3]=1[C:4]([NH:6][O:21][CH2:18][CH:19]=[CH2:20])=[O:5]. (3) Given the reactants [CH:1]1([OH:7])[CH2:6][CH2:5][CH2:4][CH2:3][CH2:2]1.N1C=CC=CC=1.Cl[C:15]([O:17][C:18]1[CH:23]=[CH:22][C:21]([N+:24]([O-:26])=[O:25])=[CH:20][CH:19]=1)=[O:16], predict the reaction product. The product is: [C:15](=[O:16])([O:17][C:18]1[CH:19]=[CH:20][C:21]([N+:24]([O-:26])=[O:25])=[CH:22][CH:23]=1)[O:7][CH:1]1[CH2:6][CH2:5][CH2:4][CH2:3][CH2:2]1.